This data is from Catalyst prediction with 721,799 reactions and 888 catalyst types from USPTO. The task is: Predict which catalyst facilitates the given reaction. (1) The catalyst class is: 87. Reactant: C([O:3][C:4]([C:6]1[CH:7]=[N:8][N:9]2[C:14]([C:15]([F:18])([F:17])[F:16])=[CH:13][C:12]([C:19]3[CH:24]=[CH:23][C:22]([C:25]([F:28])([F:27])[F:26])=[CH:21][CH:20]=3)=[CH:11][C:10]=12)=[O:5])C.O[Li].O.Cl. Product: [F:18][C:15]([F:16])([F:17])[C:14]1[N:9]2[N:8]=[CH:7][C:6]([C:4]([OH:5])=[O:3])=[C:10]2[CH:11]=[C:12]([C:19]2[CH:20]=[CH:21][C:22]([C:25]([F:26])([F:27])[F:28])=[CH:23][CH:24]=2)[CH:13]=1. (2) Reactant: [CH2:1]([O:8][C:9]1[CH:10]=[C:11]2[C:16](=[CH:17][C:18]=1[O:19][CH3:20])[CH:15](/[CH:21]=[CH:22]/[C:23]1[CH:28]=[C:27]([O:29][CH2:30][C:31]3[CH:36]=[CH:35][CH:34]=[CH:33][CH:32]=3)[C:26]([O:37][CH3:38])=[CH:25][C:24]=1[CH3:39])[NH:14][CH2:13][CH2:12]2)[C:2]1[CH:7]=[CH:6][CH:5]=[CH:4][CH:3]=1.[NH2:40][C:41]1[CH:46]=[C:45]([C:47](O)=[O:48])[CH:44]=[CH:43][N:42]=1.CCN(C(C)C)C(C)C.CN(C(ON1N=NC2C=CC=NC1=2)=[N+](C)C)C.F[P-](F)(F)(F)(F)F. Product: [NH2:40][C:41]1[CH:46]=[C:45]([C:47]([N:14]2[CH2:13][CH2:12][C:11]3[C:16](=[CH:17][C:18]([O:19][CH3:20])=[C:9]([O:8][CH2:1][C:2]4[CH:7]=[CH:6][CH:5]=[CH:4][CH:3]=4)[CH:10]=3)[CH:15]2/[CH:21]=[CH:22]/[C:23]2[CH:28]=[C:27]([O:29][CH2:30][C:31]3[CH:32]=[CH:33][CH:34]=[CH:35][CH:36]=3)[C:26]([O:37][CH3:38])=[CH:25][C:24]=2[CH3:39])=[O:48])[CH:44]=[CH:43][N:42]=1. The catalyst class is: 329. (3) Reactant: [OH:1][C:2]1[CH:3]=[CH:4][C:5]([O:14][C:15]([CH3:20])([CH3:19])[C:16]([OH:18])=[O:17])=[C:6]([C:8]2[CH:13]=[CH:12][CH:11]=[CH:10][CH:9]=2)[CH:7]=1.[CH3:21][C:22]1[O:26][C:25]([C:27]2[CH:32]=[CH:31][C:30]([C:33]3[CH:38]=[CH:37][CH:36]=[CH:35][CH:34]=3)=[CH:29][CH:28]=2)=[N:24][C:23]=1[CH2:39][CH2:40]OS(C1C=CC(C)=CC=1)(=O)=O. Product: [C:30]1([C:33]2[CH:34]=[CH:35][CH:36]=[CH:37][CH:38]=2)[CH:31]=[CH:32][C:27]([C:25]2[O:26][C:22]([CH3:21])=[C:23]([CH2:39][CH2:40][O:1][C:2]3[CH:3]=[CH:4][C:5]([O:14][C:15]([CH3:20])([CH3:19])[C:16]([OH:18])=[O:17])=[C:6]([C:8]4[CH:13]=[CH:12][CH:11]=[CH:10][CH:9]=4)[CH:7]=3)[N:24]=2)=[CH:28][CH:29]=1. The catalyst class is: 14. (4) Reactant: N([O-])=O.[Na+].C[Si](C)(C)[Si](C)(C)C.[I:13]I.C(Cl)(Cl)(Cl)Cl.[C:20]([O:23][CH2:24][C@H:25]([N:27]1[CH:36]=[CH:35][C:34]2[C:29](=[CH:30][CH:31]=[C:32]([Cl:38])[C:33]=2N)[C:28]1=[O:39])[CH3:26])(=[O:22])[CH3:21].C(Cl)Cl. Product: [C:20]([O:23][CH2:24][C@H:25]([N:27]1[CH:36]=[CH:35][C:34]2[C:29](=[CH:30][CH:31]=[C:32]([Cl:38])[C:33]=2[I:13])[C:28]1=[O:39])[CH3:26])(=[O:22])[CH3:21]. The catalyst class is: 572. (5) Reactant: [C:1]([O:5][C:6]([N:8]([CH2:47][CH3:48])[CH2:9][CH2:10][C:11]1[N:12]([CH3:46])[C:13]2[CH:14]=[C:15]3[CH2:24][CH2:23][CH2:22][C:21]4[C:25]([OH:45])=[C:26]([C:41]([O:43]C)=[O:42])[C:27](=[O:40])[N:28]([CH2:29][C:30]5[CH:35]=[CH:34][C:33]([O:36][CH3:37])=[CH:32][C:31]=5[O:38][CH3:39])[C:20]=4[C:16]3=[CH:17][C:18]=2[CH:19]=1)=[O:7])([CH3:4])([CH3:3])[CH3:2].[Li+].[I-].Cl. Product: [C:1]([O:5][C:6]([N:8]([CH2:47][CH3:48])[CH2:9][CH2:10][C:11]1[N:12]([CH3:46])[C:13]2[CH:14]=[C:15]3[CH2:24][CH2:23][CH2:22][C:21]4[C:25]([OH:45])=[C:26]([C:41]([OH:43])=[O:42])[C:27](=[O:40])[N:28]([CH2:29][C:30]5[CH:35]=[CH:34][C:33]([O:36][CH3:37])=[CH:32][C:31]=5[O:38][CH3:39])[C:20]=4[C:16]3=[CH:17][C:18]=2[CH:19]=1)=[O:7])([CH3:4])([CH3:3])[CH3:2]. The catalyst class is: 25. (6) Reactant: [C:1]([O:5][C:6](=[O:20])[NH:7][CH2:8][CH2:9][N:10]1[C:18]2[C:17](Cl)=[N:16][CH:15]=[N:14][C:13]=2[CH:12]=[CH:11]1)([CH3:4])([CH3:3])[CH3:2].[Cl:21][C:22]1[CH:23]=[C:24]([NH2:39])[CH:25]=[N:26][C:27]=1[O:28][C:29]1[CH:34]=[CH:33][CH:32]=[C:31]([C:35]([F:38])([F:37])[F:36])[CH:30]=1.C(=O)(O)[O-].[Na+]. Product: [C:1]([O:5][C:6](=[O:20])[NH:7][CH2:8][CH2:9][N:10]1[C:18]2[C:17]([NH:39][C:24]3[CH:25]=[N:26][C:27]([O:28][C:29]4[CH:34]=[CH:33][CH:32]=[C:31]([C:35]([F:38])([F:37])[F:36])[CH:30]=4)=[C:22]([Cl:21])[CH:23]=3)=[N:16][CH:15]=[N:14][C:13]=2[CH:12]=[CH:11]1)([CH3:4])([CH3:3])[CH3:2]. The catalyst class is: 32. (7) Reactant: C(=[N:14][CH:15]([CH2:27][C:28]1[CH:33]=[CH:32][C:31](Br)=[CH:30][C:29]=1Cl)[C:16](N1CC2C(=CC=CC=2)C1)=[O:17])(C1C=CC=CC=1)C1C=CC=CC=1.[C:36]1(B(O)O)[CH:41]=[CH:40][CH:39]=[CH:38][CH:37]=1.C(=O)([O-])[O-:46].[Na+].[Na+]. Product: [CH:39]1[CH:40]=[CH:41][C:36]([C:31]2[CH:32]=[CH:33][C:28]([CH2:27][C@H:15]([NH2:14])[C:16]([OH:17])=[O:46])=[CH:29][CH:30]=2)=[CH:37][CH:38]=1. The catalyst class is: 38. (8) Reactant: [CH2:1]([C:3]1[CH:7]=[C:6]([CH3:8])[O:5][N:4]=1)[CH3:2].C1C(=O)N([Br:16])C(=O)C1.C(OCC)(=O)C. Product: [Br:16][C:7]1[C:3]([CH2:1][CH3:2])=[N:4][O:5][C:6]=1[CH3:8]. The catalyst class is: 3. (9) Reactant: [Cl:1][C:2]1[CH:3]=[C:4]([C:9]2[CH:10]=[C:11]3[C:16](=[CH:17][CH:18]=2)[CH:15]=[C:14]([OH:19])[CH:13]=[CH:12]3)[CH:5]=[CH:6][C:7]=1[OH:8].C1C(=O)N([Cl:27])C(=O)C1. Product: [Cl:27][C:15]1[C:16]2[C:11](=[CH:10][C:9]([C:4]3[CH:5]=[CH:6][C:7]([OH:8])=[C:2]([Cl:1])[CH:3]=3)=[CH:18][CH:17]=2)[CH:12]=[CH:13][C:14]=1[OH:19]. The catalyst class is: 1. (10) Reactant: [NH2:1][C:2]1[C:11]([O:12][CH3:13])=[CH:10][C:5]([C:6]([O:8]C)=[O:7])=[C:4]([F:14])[CH:3]=1.[OH-].[Na+]. Product: [NH2:1][C:2]1[C:11]([O:12][CH3:13])=[CH:10][C:5]([C:6]([OH:8])=[O:7])=[C:4]([F:14])[CH:3]=1. The catalyst class is: 5.